This data is from Peptide-MHC class II binding affinity with 134,281 pairs from IEDB. The task is: Regression. Given a peptide amino acid sequence and an MHC pseudo amino acid sequence, predict their binding affinity value. This is MHC class II binding data. The peptide sequence is AQGYQQLSRQMMTAF. The binding affinity (normalized) is 0.200. The MHC is HLA-DQA10501-DQB10201 with pseudo-sequence HLA-DQA10501-DQB10201.